This data is from Forward reaction prediction with 1.9M reactions from USPTO patents (1976-2016). The task is: Predict the product of the given reaction. Given the reactants [Br:1][C:2]1[CH:13]=[CH:12][C:5]2[C:6]([CH3:11])=[N:7][CH2:8][CH2:9][O:10][C:4]=2[CH:3]=1.CC([O-])=O.[Na+], predict the reaction product. The product is: [Br:1][C:2]1[CH:13]=[CH:12][C:5]2[CH:6]([CH3:11])[NH:7][CH2:8][CH2:9][O:10][C:4]=2[CH:3]=1.